This data is from Full USPTO retrosynthesis dataset with 1.9M reactions from patents (1976-2016). The task is: Predict the reactants needed to synthesize the given product. (1) Given the product [C:20]([O:19][C:18]([NH:17][CH:14]1[CH2:13][CH2:12][N:11]([C:28]([O:10][CH2:9][C:4]2[CH:5]=[C:6]([CH3:8])[CH:7]=[C:2]([CH3:1])[CH:3]=2)=[O:29])[CH2:16][CH2:15]1)=[O:24])([CH3:21])([CH3:23])[CH3:22], predict the reactants needed to synthesize it. The reactants are: [CH3:1][C:2]1[CH:3]=[C:4]([CH2:9][OH:10])[CH:5]=[C:6]([CH3:8])[CH:7]=1.[NH:11]1[CH2:16][CH2:15][CH:14]([NH:17][C:18](=[O:24])[O:19][C:20]([CH3:23])([CH3:22])[CH3:21])[CH2:13][CH2:12]1.CN([CH:28]=[O:29])C. (2) Given the product [CH2:11]([O:10][C:5]1[CH:6]=[C:7]([OH:8])[CH:9]=[C:3]([O:2][CH3:1])[CH:4]=1)[CH:12]=[CH2:13], predict the reactants needed to synthesize it. The reactants are: [CH3:1][O:2][C:3]1[CH:4]=[C:5]([OH:10])[CH:6]=[C:7]([CH:9]=1)[OH:8].[CH2:11](I)[CH:12]=[CH2:13]. (3) The reactants are: [O:1]1[CH2:3][C@H:2]1[CH2:4][O:5][C:6]1[C:18]2[C:17]3[C:12](=[CH:13][CH:14]=[CH:15][CH:16]=3)[NH:11][C:10]=2[CH:9]=[CH:8][CH:7]=1.[NH2:19][CH2:20][CH:21]1[CH2:26][CH2:25][N:24]([CH2:27][CH2:28][CH2:29][CH2:30][CH2:31][CH2:32][CH2:33][CH2:34][CH2:35][CH2:36][CH2:37][CH2:38][OH:39])[CH2:23][CH2:22]1. Given the product [CH:9]1[C:10]2[NH:11][C:12]3[C:17](=[CH:16][CH:15]=[CH:14][CH:13]=3)[C:18]=2[C:6]([O:5][CH2:4][C@@H:2]([OH:1])[CH2:3][NH:19][CH2:20][CH:21]2[CH2:22][CH2:23][N:24]([CH2:27][CH2:28][CH2:29][CH2:30][CH2:31][CH2:32][CH2:33][CH2:34][CH2:35][CH2:36][CH2:37][CH2:38][OH:39])[CH2:25][CH2:26]2)=[CH:7][CH:8]=1, predict the reactants needed to synthesize it. (4) The reactants are: Br[C:2]1[C:7]([C:8]([O:10][CH3:11])=[O:9])=[C:6]([CH:12]=[O:13])[C:5]([OH:14])=[CH:4][CH:3]=1.FC(F)(F)C(O)=[O:18].[Al].C(=O)(O)[O-].[Na+]. Given the product [CH:12]([C:6]1[C:5]([OH:14])=[CH:4][CH:3]=[C:2]([OH:18])[C:7]=1[C:8]([O:10][CH3:11])=[O:9])=[O:13], predict the reactants needed to synthesize it. (5) Given the product [CH2:39]([N:24]([C:25]([C:27]1[CH:32]=[CH:31][C:30]([C:33]2[CH:34]=[CH:35][CH:36]=[CH:37][CH:38]=2)=[CH:29][CH:28]=1)=[O:26])[CH:5]([CH2:6][CH2:7][O:8][C:9]1[CH:14]=[CH:13][C:12]([O:15][C:16]([C:19]([OH:21])=[O:20])([CH3:18])[CH3:17])=[CH:11][CH:10]=1)[C:4]([OH:46])=[O:3])[C:40]1[CH:41]=[CH:42][CH:43]=[CH:44][CH:45]=1, predict the reactants needed to synthesize it. The reactants are: C([O:3][C:4](=[O:46])[CH:5]([N:24]([CH2:39][C:40]1[CH:45]=[CH:44][CH:43]=[CH:42][CH:41]=1)[C:25]([C:27]1[CH:32]=[CH:31][C:30]([C:33]2[CH:38]=[CH:37][CH:36]=[CH:35][CH:34]=2)=[CH:29][CH:28]=1)=[O:26])[CH2:6][CH2:7][O:8][C:9]1[CH:14]=[CH:13][C:12]([O:15][C:16]([C:19]([O:21]CC)=[O:20])([CH3:18])[CH3:17])=[CH:11][CH:10]=1)C.[OH-].[Na+].Cl. (6) Given the product [CH2:15]([NH:22][C:23]([C:25]1[S:29][C:28]([NH:30][C:6](=[O:7])[C:5]2[CH:9]=[CH:10][CH:11]=[CH:12][C:4]=2[O:3][C:2]([F:14])([F:13])[F:1])=[N:27][C:26]=1[CH3:31])=[O:24])[C:16]1[CH:21]=[CH:20][CH:19]=[CH:18][CH:17]=1, predict the reactants needed to synthesize it. The reactants are: [F:1][C:2]([F:14])([F:13])[O:3][C:4]1[CH:12]=[CH:11][CH:10]=[CH:9][C:5]=1[C:6](Cl)=[O:7].[CH2:15]([NH:22][C:23]([C:25]1[S:29][C:28]([NH2:30])=[N:27][C:26]=1[CH3:31])=[O:24])[C:16]1[CH:21]=[CH:20][CH:19]=[CH:18][CH:17]=1. (7) Given the product [F:1][C:2]1[CH:7]=[CH:6][C:5]([F:8])=[CH:4][C:3]=1[S:9]([NH:12][C:16]1[CH:21]=[CH:20][CH:19]=[C:18]([C:22]2[C:26]([C:27]3[CH:32]=[CH:31][N:30]=[CH:29][CH:28]=3)=[CH:25][N:24]([CH:33]3[CH2:34][CH2:35][N:36]([CH3:39])[CH2:37][CH2:38]3)[N:23]=2)[C:17]=1[F:40])(=[O:11])=[O:10], predict the reactants needed to synthesize it. The reactants are: [F:1][C:2]1[CH:7]=[CH:6][C:5]([F:8])=[CH:4][C:3]=1[S:9]([N:12]([C:16]1[CH:21]=[CH:20][CH:19]=[C:18]([C:22]2[C:26]([C:27]3[CH:32]=[CH:31][N:30]=[CH:29][CH:28]=3)=[CH:25][N:24]([CH:33]3[CH2:38][CH2:37][N:36]([CH3:39])[CH2:35][CH2:34]3)[N:23]=2)[C:17]=1[F:40])COC)(=[O:11])=[O:10].